Dataset: Forward reaction prediction with 1.9M reactions from USPTO patents (1976-2016). Task: Predict the product of the given reaction. (1) Given the reactants O[C:2]1C(C)=[CH:9][C:8]([OH:12])=[CH:7][C:3]=1[C:4]([OH:6])=O.S([O:18][CH3:19])(OC)(=O)=O.[C:20](=O)([O-])[O-].[K+].[K+].Br[CH2:27][C:28]([O:30][CH3:31])=[O:29].[CH3:32][C:33](C)=[O:34], predict the reaction product. The product is: [CH3:20][O:12][C:8]1[CH:7]=[C:3]([CH3:2])[C:4]([O:6][CH2:32][C:33]([O:18][CH3:19])=[O:34])=[C:27]([CH:9]=1)[C:28]([O:30][CH3:31])=[O:29]. (2) The product is: [CH3:31][C:32]1[CH:36]=[C:35]([CH3:37])[N:34]([C:16]2[C:17]3[C:22]([CH3:24])([CH3:23])[C:21](=[O:25])[NH:20][C:18]=3[N:19]=[C:14]([C:7]3[C:8]4[C:9](=[N:10][CH:11]=[CH:12][CH:13]=4)[N:5]([CH2:4][C:3]4[CH:27]=[CH:28][CH:29]=[CH:30][C:2]=4[F:1])[N:6]=3)[N:15]=2)[N:33]=1. Given the reactants [F:1][C:2]1[CH:30]=[CH:29][CH:28]=[CH:27][C:3]=1[CH2:4][N:5]1[C:9]2=[N:10][CH:11]=[CH:12][CH:13]=[C:8]2[C:7]([C:14]2[N:15]=[C:16](I)[C:17]3[C:22]([CH3:24])([CH3:23])[C:21](=[O:25])[NH:20][C:18]=3[N:19]=2)=[N:6]1.[CH3:31][C:32]1[CH:36]=[C:35]([CH3:37])[NH:34][N:33]=1.C(=O)([O-])[O-].[Cs+].[Cs+].OC1C=CC=CC=1C=NO, predict the reaction product. (3) Given the reactants [Cl:1][C:2]([Cl:7])([Cl:6])[C:3](=[NH:5])[O-:4].[C:8]([O:11][CH2:12][C@H:13]1[O:19][CH:17](O)[C@H:16]([N:20]=[N+:21]=[N-:22])[C@@H:15]([O:23][CH2:24][CH2:25][CH2:26][C:27]2[CH:32]=[CH:31][CH:30]=[CH:29][CH:28]=2)[C@@H:14]1[O:33][CH2:34][CH2:35][CH2:36][C:37]1[CH:42]=[CH:41][CH:40]=[CH:39][CH:38]=1)(=[O:10])[CH3:9], predict the reaction product. The product is: [Cl:1][C:2]([Cl:7])([Cl:6])[C:3]([O:4][CH:17]1[O:19][C@H:13]([CH2:12][O:11][C:8](=[O:10])[CH3:9])[C@@H:14]([O:33][CH2:34][CH2:35][CH2:36][C:37]2[CH:38]=[CH:39][CH:40]=[CH:41][CH:42]=2)[C@H:15]([O:23][CH2:24][CH2:25][CH2:26][C:27]2[CH:28]=[CH:29][CH:30]=[CH:31][CH:32]=2)[C@H:16]1[N:20]=[N+:21]=[N-:22])=[NH:5]. (4) Given the reactants [CH3:1][O:2][C:3]1[C:8]([CH:9]=[CH2:10])=[CH:7][N:6]=[C:5]2[N:11]([CH2:14][O:15][CH2:16][CH2:17][Si:18]([CH3:21])([CH3:20])[CH3:19])[CH:12]=[CH:13][C:4]=12.I[C:23]1[CH:24]=[C:25]([CH:31]=[CH:32][C:33]=1[CH3:34])[C:26]([O:28][CH2:29][CH3:30])=[O:27], predict the reaction product. The product is: [CH3:1][O:2][C:3]1[C:8](/[CH:9]=[CH:10]/[C:23]2[CH:24]=[C:25]([CH:31]=[CH:32][C:33]=2[CH3:34])[C:26]([O:28][CH2:29][CH3:30])=[O:27])=[CH:7][N:6]=[C:5]2[N:11]([CH2:14][O:15][CH2:16][CH2:17][Si:18]([CH3:21])([CH3:20])[CH3:19])[CH:12]=[CH:13][C:4]=12. (5) Given the reactants [CH2:1]([O:3][C:4]1[CH:5]=[C:6]([C@H:11]([N:17]2[C:25](=[O:26])[C:24]3[C:19](=[CH:20][CH:21]=[CH:22][C:23]=3[NH:27][C:28]([CH:30]3[CH2:32][CH2:31]3)=[O:29])[CH2:18]2)[CH2:12][S:13]([CH3:16])(=[O:15])=[O:14])[CH:7]=[CH:8][C:9]=1[OH:10])[CH3:2].[CH2:33]([O:40][C:41]([CH:43]1[CH:48]([O:49][C:50](=[O:52])[CH3:51])[CH:47]([O:53][C:54](=[O:56])[CH3:55])[CH:46]([O:57][C:58](=[O:60])[CH3:59])[CH:45](OC(=N)C(Cl)(Cl)Cl)[O:44]1)=[O:42])[C:34]1[CH:39]=[CH:38][CH:37]=[CH:36][CH:35]=1.B(F)(F)F.CCOCC, predict the reaction product. The product is: [C:50]([O:49][C@H:48]1[C@H:47]([O:53][C:54](=[O:56])[CH3:55])[C@@H:46]([O:57][C:58](=[O:60])[CH3:59])[C@H:45]([O:10][C:9]2[CH:8]=[CH:7][C:6]([C@H:11]([N:17]3[CH2:18][C:19]4[C:24](=[C:23]([NH:27][C:28]([CH:30]5[CH2:31][CH2:32]5)=[O:29])[CH:22]=[CH:21][CH:20]=4)[C:25]3=[O:26])[CH2:12][S:13]([CH3:16])(=[O:15])=[O:14])=[CH:5][C:4]=2[O:3][CH2:1][CH3:2])[O:44][C@@H:43]1[C:41]([O:40][CH2:33][C:34]1[CH:39]=[CH:38][CH:37]=[CH:36][CH:35]=1)=[O:42])(=[O:52])[CH3:51]. (6) Given the reactants [CH3:1][CH:2]([CH3:30])[CH2:3][C@H:4]([NH:22][C:23](=[O:29])[O:24]C(C)(C)C)[CH2:5][O:6][C:7]1[CH:8]=[CH:9][C:10]2[C:20]3[C:15](=[CH:16][N:17]=[C:18]([CH3:21])[CH:19]=3)[CH2:14][O:13][C:11]=2[CH:12]=1.Cl.O1CCOC[CH2:33]1, predict the reaction product. The product is: [C:23]([O-:24])(=[O:29])[CH3:33].[NH4+:17].[CH3:1][CH:2]([CH3:30])[CH2:3][C@H:4]([NH2:22])[CH2:5][O:6][C:7]1[CH:8]=[CH:9][C:10]2[C:20]3[C:15](=[CH:16][N:17]=[C:18]([CH3:21])[CH:19]=3)[CH2:14][O:13][C:11]=2[CH:12]=1. (7) Given the reactants Cl[C:2]1[CH:7]=[CH:6][C:5]([C:8]2([C:12]([OH:14])=[O:13])[CH2:11][CH2:10][CH2:9]2)=[CH:4][CH:3]=1.C([O-])(=O)C.[Na+], predict the reaction product. The product is: [CH:5]1([C:8]2([C:12]([OH:14])=[O:13])[CH2:11][CH2:10][CH2:9]2)[CH2:4][CH2:3][CH2:2][CH2:7][CH2:6]1. (8) The product is: [Cl:8][C:7]1[C:2]2[N:1]=[C:23]([CH3:24])[C:19]([CH2:18][C:17]3[CH:16]=[CH:15][C:14]([S:11]([CH3:10])(=[O:13])=[O:12])=[CH:27][CH:26]=3)=[C:20]([CH3:21])[C:3]=2[C:4]([OH:9])=[CH:5][CH:6]=1. Given the reactants [NH2:1][C:2]1[CH:3]=[C:4]([OH:9])[CH:5]=[CH:6][C:7]=1[Cl:8].[CH3:10][S:11]([C:14]1[CH:27]=[CH:26][C:17]([CH2:18][CH:19]([C:23](=O)[CH3:24])[C:20](=O)[CH3:21])=[CH:16][CH:15]=1)(=[O:13])=[O:12], predict the reaction product. (9) Given the reactants [NH2:1][C@@H:2]([CH3:45])[C:3]([O:5][C@@H:6]([CH3:44])[CH2:7][N:8]1[C:12]([CH3:13])=[C:11]([C:14](=[O:36])[NH:15][C:16]2[CH:21]=[CH:20][C:19]([O:22][C:23]3[C:32]4[C:27](=[CH:28][C:29]([O:33][CH3:34])=[CH:30][CH:31]=4)[N:26]=[CH:25][CH:24]=3)=[C:18]([F:35])[CH:17]=2)[C:10](=[O:37])[N:9]1[C:38]1[CH:43]=[CH:42][CH:41]=[CH:40][CH:39]=1)=[O:4].[OH:46][S:47]([OH:50])(=[O:49])=[O:48], predict the reaction product. The product is: [S:47]([OH:50])([OH:49])(=[O:48])=[O:46].[F:35][C:18]1[CH:17]=[C:16]([NH:15][C:14]([C:11]2[C:10](=[O:37])[N:9]([C:38]3[CH:39]=[CH:40][CH:41]=[CH:42][CH:43]=3)[N:8]([CH2:7][C@@H:6]([O:5][C:3](=[O:4])[C@@H:2]([NH2:1])[CH3:45])[CH3:44])[C:12]=2[CH3:13])=[O:36])[CH:21]=[CH:20][C:19]=1[O:22][C:23]1[C:32]2[C:27](=[CH:28][C:29]([O:33][CH3:34])=[CH:30][CH:31]=2)[N:26]=[CH:25][CH:24]=1. (10) Given the reactants Br[C:2]1[N:3]=[C:4]2[CH:9]=[CH:8][C:7]([C:10]([F:13])([F:12])[F:11])=[CH:6][N:5]2[CH:14]=1.[CH2:15]([S:17][C:18]1[CH:23]=[CH:22][CH:21]=[CH:20][C:19]=1B1OC(C)(C)C(C)(C)O1)[CH3:16].C1(P(C2CCCCC2)C2CCCCC2)CCCCC1.P([O-])([O-])([O-])=O.[K+].[K+].[K+], predict the reaction product. The product is: [CH2:15]([S:17][C:18]1[CH:23]=[CH:22][CH:21]=[CH:20][C:19]=1[C:2]1[N:3]=[C:4]2[CH:9]=[CH:8][C:7]([C:10]([F:13])([F:12])[F:11])=[CH:6][N:5]2[CH:14]=1)[CH3:16].